Task: Predict the product of the given reaction.. Dataset: Forward reaction prediction with 1.9M reactions from USPTO patents (1976-2016) (1) Given the reactants [N+:1]([C:4]1[CH:15]=[CH:14][C:7]2[NH:8][C:9](=[O:13])[CH2:10][CH2:11][CH2:12][C:6]=2[CH:5]=1)([O-:3])=[O:2].Cl.Cl[CH2:18][CH2:19][N:20]([CH3:22])[CH3:21].C(=O)([O-])[O-].[K+].[K+].O, predict the reaction product. The product is: [CH3:21][N:20]([CH3:22])[CH2:19][CH2:18][N:8]1[C:9](=[O:13])[CH2:10][CH2:11][CH2:12][C:6]2[CH:5]=[C:4]([N+:1]([O-:3])=[O:2])[CH:15]=[CH:14][C:7]1=2. (2) The product is: [CH:24]([C:26]1[CH:30]=[C:29]([CH2:31][NH:32][C:20]([C:10]2[CH:9]=[C:8]([C:5]3[CH:6]=[CH:7][C:2]([Cl:1])=[CH:3][CH:4]=3)[C:13]([O:14][CH2:15][C:16]([F:19])([F:18])[F:17])=[CH:12][N:11]=2)=[O:21])[O:28][N:27]=1)([CH3:25])[CH3:23]. Given the reactants [Cl:1][C:2]1[CH:7]=[CH:6][C:5]([C:8]2[C:13]([O:14][CH2:15][C:16]([F:19])([F:18])[F:17])=[CH:12][N:11]=[C:10]([C:20](O)=[O:21])[CH:9]=2)=[CH:4][CH:3]=1.[CH3:23][CH:24]([C:26]1[CH:30]=[C:29]([CH2:31][NH2:32])[O:28][N:27]=1)[CH3:25], predict the reaction product. (3) Given the reactants [OH:1][C:2]1[CH:7]=[CH:6][C:5]([CH2:8][C:9]([O:11][CH2:12][CH3:13])=[O:10])=[CH:4][C:3]=1[O:14][CH3:15].C(=O)([O-])[O-].[K+].[K+].CN(C)C=O.Cl[CH2:28][C:29]1[N:30]=[C:31]([C:35]2[O:36][CH:37]=[CH:38][CH:39]=2)[O:32][C:33]=1[CH3:34], predict the reaction product. The product is: [CH2:12]([O:11][C:9](=[O:10])[CH2:8][C:5]1[CH:6]=[CH:7][C:2]([O:1][CH2:28][C:29]2[N:30]=[C:31]([C:35]3[O:36][CH:37]=[CH:38][CH:39]=3)[O:32][C:33]=2[CH3:34])=[C:3]([O:14][CH3:15])[CH:4]=1)[CH3:13]. (4) Given the reactants [C:1]([O-:4])(=O)[CH3:2].[Br:5][C:6]1[CH:11]=[CH:10][N+:9](O)=[C:8](C)[C:7]=1C.FC(F)(F)C(OC(=O)C(F)(F)F)=O, predict the reaction product. The product is: [Br:5][C:6]1[CH:7]=[CH:8][N:9]=[C:2]([CH2:1][OH:4])[C:11]=1[CH3:10]. (5) Given the reactants [C:1]([O:5][C:6]([N:8]1[CH2:13][CH2:12][C:11](=O)[CH2:10][CH2:9]1)=[O:7])([CH3:4])([CH3:3])[CH3:2].[NH:15]1[C:23]2[C:18](=[CH:19][CH:20]=[CH:21][CH:22]=2)[CH2:17][CH2:16]1.C(O)(=O)C.C(O[BH-](OC(=O)C)OC(=O)C)(=O)C.[Na+], predict the reaction product. The product is: [C:1]([O:5][C:6]([N:8]1[CH2:13][CH2:12][CH:11]([N:15]2[C:23]3[C:18](=[CH:19][CH:20]=[CH:21][CH:22]=3)[CH2:17][CH2:16]2)[CH2:10][CH2:9]1)=[O:7])([CH3:4])([CH3:3])[CH3:2]. (6) Given the reactants [F:1][C:2]1[CH:3]=[C:4]([CH:29]=[C:30]([N:32]2[CH2:37][CH2:36][O:35][CH2:34][CH2:33]2)[CH:31]=1)[C:5]([NH:7][C:8]1[C:17]2[C:12](=[CH:13][CH:14]=[CH:15][CH:16]=2)[C:11]([O:18][C:19]2[CH:24]=[CH:23][N:22]=[C:21](S(C)(=O)=O)[N:20]=2)=[CH:10][CH:9]=1)=[O:6].[NH:38]1[CH2:43][CH2:42][NH:41][CH2:40][C:39]1=[O:44], predict the reaction product. The product is: [F:1][C:2]1[CH:3]=[C:4]([CH:29]=[C:30]([N:32]2[CH2:37][CH2:36][O:35][CH2:34][CH2:33]2)[CH:31]=1)[C:5]([NH:7][C:8]1[C:17]2[C:12](=[CH:13][CH:14]=[CH:15][CH:16]=2)[C:11]([O:18][C:19]2[CH:24]=[CH:23][N:22]=[C:21]([N:41]3[CH2:42][CH2:43][NH:38][C:39](=[O:44])[CH2:40]3)[N:20]=2)=[CH:10][CH:9]=1)=[O:6]. (7) Given the reactants Cl.[C:2]1([CH3:10])[CH:7]=[CH:6][C:5]([NH:8][NH2:9])=[CH:4][CH:3]=1.[CH2:11]([O:18][CH2:19][C:20]([CH3:27])([CH3:26])[C:21](=O)[CH2:22][C:23]#[N:24])[C:12]1[CH:17]=[CH:16][CH:15]=[CH:14][CH:13]=1.C([O-])(O)=O.[Na+], predict the reaction product. The product is: [CH2:11]([O:18][CH2:19][C:20]([C:21]1[CH:22]=[C:23]([NH2:24])[N:8]([C:5]2[CH:6]=[CH:7][C:2]([CH3:10])=[CH:3][CH:4]=2)[N:9]=1)([CH3:26])[CH3:27])[C:12]1[CH:17]=[CH:16][CH:15]=[CH:14][CH:13]=1.